Dataset: Forward reaction prediction with 1.9M reactions from USPTO patents (1976-2016). Task: Predict the product of the given reaction. (1) Given the reactants C(N1CCN(C2N=[C:11](Br)[CH:12]=[C:13]3[CH:17]=[CH:16]SC=23)CC1)C.[CH2:19]([N:21]1[CH2:26][CH2:25][N:24]([C:27]2[N:28]=[C:29]([C:36]3[CH:41]=[CH:40][C:39]([CH2:42][O:43]C(=O)CC4CCCCC4)=[CH:38][CH:37]=3)[CH:30]=[C:31]3[CH:35]=[CH:34][S:33][C:32]=23)[CH2:23][CH2:22]1)[CH3:20].[ClH:53].[C:54](OCC)(=O)C, predict the reaction product. The product is: [ClH:53].[ClH:53].[CH2:19]([N:21]1[CH2:22][CH2:23][N:24]([C:27]2[N:28]=[C:29]([C:36]3[CH:37]=[CH:38][C:39]([CH:42]([CH:11]4[CH2:12][CH2:13][CH2:17][CH2:16][CH2:54]4)[OH:43])=[CH:40][CH:41]=3)[CH:30]=[C:31]3[CH:35]=[CH:34][S:33][C:32]=23)[CH2:25][CH2:26]1)[CH3:20]. (2) Given the reactants [Br:1][C:2]1[CH:7]=[C:6]([N+:8]([O-:10])=[O:9])[CH:5]=[CH:4][C:3]=1F.[C:12]1([OH:18])[CH:17]=[CH:16][CH:15]=[CH:14][CH:13]=1.C(=O)([O-])[O-].[Cs+].[Cs+], predict the reaction product. The product is: [Br:1][C:2]1[CH:7]=[C:6]([N+:8]([O-:10])=[O:9])[CH:5]=[CH:4][C:3]=1[O:18][C:12]1[CH:17]=[CH:16][CH:15]=[CH:14][CH:13]=1. (3) The product is: [Cl:1][CH2:2][CH2:3][NH:4][C:5]([NH:13][C:9]1[CH:8]=[C:7]([CH3:14])[CH:12]=[CH:11][CH:10]=1)=[O:6]. Given the reactants [Cl:1][CH2:2][CH2:3][N:4]=[C:5]=[O:6].[C:7]1([CH3:14])[CH:12]=[CH:11][CH:10]=[C:9]([NH2:13])[CH:8]=1.CO, predict the reaction product. (4) The product is: [Cl:15][C:9]1[CH2:10][CH2:11][N:7]([C:3]2[CH:2]=[N:1][CH:6]=[CH:5][CH:4]=2)[N:8]=1. Given the reactants [N:1]1[CH:6]=[CH:5][CH:4]=[C:3]([N:7]2[CH2:11][CH2:10][C:9](=O)[NH:8]2)[CH:2]=1.P(Cl)(Cl)([Cl:15])=O, predict the reaction product. (5) Given the reactants [Cl:1][C:2]1[CH:3]=[C:4]([CH:8]=[C:9]([O:11][CH3:12])[CH:10]=1)[C:5]([OH:7])=O.Cl.[NH2:14][CH2:15][C:16]1[CH:23]=[CH:22][C:19]([C:20]#[N:21])=[CH:18][C:17]=1[OH:24], predict the reaction product. The product is: [Cl:1][C:2]1[CH:3]=[C:4]([CH:8]=[C:9]([O:11][CH3:12])[CH:10]=1)[C:5]([NH:14][CH2:15][C:16]1[CH:23]=[CH:22][C:19]([C:20]#[N:21])=[CH:18][C:17]=1[OH:24])=[O:7]. (6) The product is: [F:22][C:19]1[CH:20]=[CH:21][C:16]([NH:15][C:13]([N:7]2[C@@H:8]3[CH2:12][N:11]([CH2:10][CH2:9]3)[C:5]3[CH:4]=[CH:3][C:2]([C:32]4[CH:37]=[CH:36][N:35]=[C:34]([N:38]5[CH2:42][CH2:41][CH:40]([C:43]([F:45])([F:46])[F:44])[CH2:39]5)[CH:33]=4)=[N:23][C:6]2=3)=[O:14])=[N:17][CH:18]=1. Given the reactants Cl[C:2]1[CH:3]=[CH:4][C:5]2[N:11]3[CH2:12][C@H:8]([CH2:9][CH2:10]3)[N:7]([C:13]([NH:15][C:16]3[CH:21]=[CH:20][C:19]([F:22])=[CH:18][N:17]=3)=[O:14])[C:6]=2[N:23]=1.CC1(C)C(C)(C)OB([C:32]2[CH:37]=[CH:36][N:35]=[C:34]([N:38]3[CH2:42][CH2:41][CH:40]([C:43]([F:46])([F:45])[F:44])[CH2:39]3)[CH:33]=2)O1.C1(P(C2CCCCC2)C2CCCCC2)CCCCC1, predict the reaction product. (7) Given the reactants [N+:1]([C:4]1[CH:9]=[CH:8][C:7](Br)=[CH:6][CH:5]=1)([O-:3])=[O:2].[C:11]1(B(O)O)[CH:16]=[CH:15][CH:14]=[CH:13][CH:12]=1, predict the reaction product. The product is: [N+:1]([C:4]1[CH:9]=[CH:8][C:7]([C:11]2[CH:16]=[CH:15][CH:14]=[CH:13][CH:12]=2)=[CH:6][CH:5]=1)([O-:3])=[O:2].